From a dataset of CYP3A4 inhibition data for predicting drug metabolism from PubChem BioAssay. Regression/Classification. Given a drug SMILES string, predict its absorption, distribution, metabolism, or excretion properties. Task type varies by dataset: regression for continuous measurements (e.g., permeability, clearance, half-life) or binary classification for categorical outcomes (e.g., BBB penetration, CYP inhibition). Dataset: cyp3a4_veith. (1) The molecule is O=C(Nc1cc(Sc2ccccn2)cc([N+](=O)[O-])c1)c1ccc(Cl)cc1. The result is 1 (inhibitor). (2) The drug is c1ccc(Cc2nnc(Sc3ccccc3)c3ccccc23)cc1. The result is 1 (inhibitor). (3) The molecule is Clc1ccc2[nH]cc(-c3nnnn3-c3ccccc3)c2c1. The result is 1 (inhibitor). (4) The drug is O=C(O)[C@@H]1CCCN1Cc1ccc2c(c1)OCO2. The result is 0 (non-inhibitor). (5) The molecule is NC(=O)c1ccc(C(=O)Nc2ccc([As](=O)(O)O)cc2)cc1. The result is 0 (non-inhibitor).